Task: Predict the product of the given reaction.. Dataset: Forward reaction prediction with 1.9M reactions from USPTO patents (1976-2016) (1) Given the reactants CC1(C)C(C)(C)[O:5][B:4]([C:9]2[CH:14]=[CH:13][C:12]([OH:15])=[CH:11][CH:10]=2)[O:3]1.Cl.Cl[CH2:19][CH2:20][N:21]1[CH2:26][CH2:25][CH2:24][CH2:23][CH2:22]1.C(=O)([O-])[O-].[K+].[K+].C1OCCOCCOCCOCCOCCOC1, predict the reaction product. The product is: [N:21]1([CH2:20][CH2:19][O:15][C:12]2[CH:11]=[CH:10][C:9]([B:4]([OH:3])[OH:5])=[CH:14][CH:13]=2)[CH2:26][CH2:25][CH2:24][CH2:23][CH2:22]1. (2) The product is: [CH2:17]([O:13][C:12](=[O:14])[CH2:11][CH2:10][CH2:9][CH2:8][CH2:7][CH2:6][CH2:5][CH2:4][CH2:3][CH2:2][C:1]([OH:16])=[O:15])[C:18]1[CH:23]=[CH:22][CH:21]=[CH:20][CH:19]=1. Given the reactants [C:1]([OH:16])(=[O:15])[CH2:2][CH2:3][CH2:4][CH2:5][CH2:6][CH2:7][CH2:8][CH2:9][CH2:10][CH2:11][C:12]([OH:14])=[O:13].[CH2:17](O)[C:18]1[CH:23]=[CH:22][CH:21]=[CH:20][CH:19]=1.C1(N=C=NC2CCCCC2)CCCCC1.C(OCC)(=O)C.CCCCCC, predict the reaction product. (3) Given the reactants [CH3:1][O:2][C:3](=[O:14])[CH2:4][O:5][C:6]1[CH:11]=[CH:10][C:9]([F:12])=[C:8]([NH2:13])[CH:7]=1.C[O:16][C:17](=O)[CH:18]([CH2:23][C:24]1[CH:29]=[CH:28][C:27]([S:30]([CH2:33][CH3:34])(=[O:32])=[O:31])=[CH:26][CH:25]=1)[C:19](=O)[CH2:20][CH3:21].O1CCOCC1, predict the reaction product. The product is: [CH3:1][O:2][C:3](=[O:14])[CH2:4][O:5][C:6]1[CH:11]=[CH:10][C:9]([F:12])=[C:8]2[C:7]=1[C:17](=[O:16])[C:18]([CH2:23][C:24]1[CH:25]=[CH:26][C:27]([S:30]([CH2:33][CH3:34])(=[O:31])=[O:32])=[CH:28][CH:29]=1)=[C:19]([CH2:20][CH3:21])[NH:13]2. (4) Given the reactants [CH2:1]([N:5]1[C:10]2=[N:11][NH:12][C:13]([NH:14][C:15]3[CH:20]=[CH:19][CH:18]=[CH:17][CH:16]=3)=[C:9]2[C:8](=[O:21])[N:7]([CH3:22])[C:6]1=[O:23])[CH:2]([CH3:4])[CH3:3].Br[CH2:25][C:26]#[C:27][C:28]1[CH:33]=[CH:32][CH:31]=[CH:30][CH:29]=1.C(=O)([O-])[O-].[K+].[K+], predict the reaction product. The product is: [CH2:1]([N:5]1[C:10]2=[N:11][N:12]([CH2:25][C:26]#[C:27][C:28]3[CH:33]=[CH:32][CH:31]=[CH:30][CH:29]=3)[C:13]([NH:14][C:15]3[CH:16]=[CH:17][CH:18]=[CH:19][CH:20]=3)=[C:9]2[C:8](=[O:21])[N:7]([CH3:22])[C:6]1=[O:23])[CH:2]([CH3:4])[CH3:3]. (5) Given the reactants [NH2:1][C:2]1[CH:36]=[CH:35][C:5]([O:6][C:7]2[CH:12]=[CH:11][N:10]=[C:9]3[CH:13]=[C:14]([C:16]4[N:21]=[CH:20][C:19]([CH2:22][N:23]([CH2:31][CH2:32][O:33][CH3:34])[C:24](=[O:30])[O:25][C:26]([CH3:29])([CH3:28])[CH3:27])=[CH:18][CH:17]=4)[S:15][C:8]=23)=[C:4]([F:37])[CH:3]=1.Cl[C:39](OC1C=CC([N+]([O-])=O)=CC=1)=[O:40].[CH3:51][P:52]([C:55]1[CH:56]=[C:57]([CH:59]=[CH:60][CH:61]=1)[NH2:58])([CH3:54])=[O:53].CCN(C(C)C)C(C)C, predict the reaction product. The product is: [CH3:54][P:52]([C:55]1[CH:56]=[C:57]([NH:58][C:39](=[O:40])[NH:1][C:2]2[CH:36]=[CH:35][C:5]([O:6][C:7]3[CH:12]=[CH:11][N:10]=[C:9]4[CH:13]=[C:14]([C:16]5[N:21]=[CH:20][C:19]([CH2:22][N:23]([CH2:31][CH2:32][O:33][CH3:34])[C:24](=[O:30])[O:25][C:26]([CH3:29])([CH3:28])[CH3:27])=[CH:18][CH:17]=5)[S:15][C:8]=34)=[C:4]([F:37])[CH:3]=2)[CH:59]=[CH:60][CH:61]=1)([CH3:51])=[O:53]. (6) Given the reactants [C:1]1([CH2:11][CH:12]2[N:16]3[CH:17]=[CH:18][CH:19]=[CH:20][C:15]3=[N:14][C:13]2=[S:21])[C:10]2[C:5](=[CH:6][CH:7]=[CH:8][CH:9]=2)[CH:4]=[CH:3][CH:2]=1.Br[CH2:23][CH2:24][CH2:25][C:26]([O:28][CH3:29])=[O:27].C(=O)([O-])[O-].[K+].[K+], predict the reaction product. The product is: [CH3:29][O:28][C:26](=[O:27])[CH2:25][CH2:24][CH2:23][S:21][CH:13]1[CH:12]([CH2:11][C:1]2[C:10]3[C:5](=[CH:6][CH:7]=[CH:8][CH:9]=3)[CH:4]=[CH:3][CH:2]=2)[N:16]2[CH:17]=[CH:18][CH:19]=[CH:20][C:15]2=[N:14]1. (7) Given the reactants [CH2:1]([N:3]1[C:7]([CH3:8])=[CH:6][C:5]([CH2:9][CH3:10])=[N:4]1)[CH3:2].CCCCCCCCCCCCCCCC(OCC(O)[C@H]1OC[C@H](O)[C@H]1O)=O.[I:39]I, predict the reaction product. The product is: [CH2:1]([N:3]1[C:7]([CH3:8])=[C:6]([I:39])[C:5]([CH2:9][CH3:10])=[N:4]1)[CH3:2].